Predict which catalyst facilitates the given reaction. From a dataset of Catalyst prediction with 721,799 reactions and 888 catalyst types from USPTO. (1) Reactant: Cl.C(N[C:6]([C:8]1[CH:17]=[C:16]2[C:11]([CH2:12][N:13]=[C:14]([CH3:27])[N:15]2[CH2:18][C:19]2[CH:24]=[CH:23][C:22]([Cl:25])=[CH:21][C:20]=2[Cl:26])=[CH:10][CH:9]=1)=[O:7])(=O)C.S(=O)(=O)(O)[OH:29]. Product: [C:6]([C:8]1[CH:17]=[C:16]2[C:11]([CH2:12][N:13]=[C:14]([CH3:27])[N:15]2[CH2:18][C:19]2[CH:24]=[CH:23][C:22]([Cl:25])=[CH:21][C:20]=2[Cl:26])=[CH:10][CH:9]=1)([OH:7])=[O:29]. The catalyst class is: 6. (2) Reactant: [Cl:1][C:2]1[CH:7]=[C:6]([Cl:8])[CH:5]=[CH:4][C:3]=1[CH:9]([OH:28])[C:10]1[N:14]([CH2:15][CH2:16][CH2:17]O)[C:13]2[C:19]([N:23]([CH2:26][CH3:27])[CH2:24][CH3:25])=[CH:20][CH:21]=[CH:22][C:12]=2[N:11]=1.CS(Cl)(=O)=O.C(=O)([O-])[O-].[K+].[K+]. Product: [Cl:1][C:2]1[CH:7]=[C:6]([Cl:8])[CH:5]=[CH:4][C:3]=1[CH:9]1[C:10]2=[N:11][C:12]3[C:13](=[C:19]([N:23]([CH2:26][CH3:27])[CH2:24][CH3:25])[CH:20]=[CH:21][CH:22]=3)[N:14]2[CH2:15][CH2:16][CH2:17][O:28]1. The catalyst class is: 300. (3) Reactant: [CH3:1][O:2][C:3]([C:5]1[C:10]([NH2:11])=[N:9][CH:8]=[CH:7][N:6]=1)=[O:4].[Br:12]Br. Product: [NH2:11][C:10]1[C:5]([C:3]([O:2][CH3:1])=[O:4])=[N:6][C:7]([Br:12])=[CH:8][N:9]=1. The catalyst class is: 52.